From a dataset of Peptide-MHC class II binding affinity with 134,281 pairs from IEDB. Regression. Given a peptide amino acid sequence and an MHC pseudo amino acid sequence, predict their binding affinity value. This is MHC class II binding data. The peptide sequence is QKKYIYNLIMNTQNK. The MHC is DRB1_0401 with pseudo-sequence DRB1_0401. The binding affinity (normalized) is 0.706.